Dataset: Retrosynthesis with 50K atom-mapped reactions and 10 reaction types from USPTO. Task: Predict the reactants needed to synthesize the given product. Given the product CCN1CCC(N2C(=O)S/C(=C\c3ccc4c(cnn4Cc4ccc(Cl)cc4C(F)(F)F)c3)C2=O)CC1, predict the reactants needed to synthesize it. The reactants are: CCI.O=C1S/C(=C\c2ccc3c(cnn3Cc3ccc(Cl)cc3C(F)(F)F)c2)C(=O)N1C1CCNCC1.